Predict which catalyst facilitates the given reaction. From a dataset of Catalyst prediction with 721,799 reactions and 888 catalyst types from USPTO. (1) Reactant: [Cl:1][C:2]1[CH:18]=[CH:17][C:5]([C:6]2[CH:11]=[C:10]([CH2:12][CH3:13])[C:9](B(O)O)=[CH:8][CH:7]=2)=[CH:4][CH:3]=1.[C:19]([O-:22])(=[O:21])[CH3:20].[C:23]([O-:26])(=[O:25])[CH3:24].[C:27]([O-:30])(=[O:29])[CH3:28].C([O-])(=O)C.[Pb+4:35].CCCCCC.C(=O)([O-])[O-].[K+].[K+]. Product: [C:19]([O-:22])(=[O:21])[CH3:20].[C:23]([O-:26])(=[O:25])[CH3:24].[C:27]([O-:30])(=[O:29])[CH3:28].[Cl:1][C:2]1[CH:18]=[CH:17][C:5]([C:6]2[CH:11]=[C:10]([CH2:12][CH3:13])[C:9]([Pb+3:35])=[CH:8][CH:7]=2)=[CH:4][CH:3]=1. The catalyst class is: 22. (2) Reactant: [C:1]([C:5]1[N:10]=[C:9]([NH:11][C:12]2[CH:17]=[C:16](Cl)[N:15]=[N:14][C:13]=2[C:19]([NH2:21])=[O:20])[CH:8]=[CH:7][N:6]=1)([CH3:4])([CH3:3])[CH3:2].CS(C)=O.[CH2:26]([NH2:29])[CH2:27][NH2:28]. Product: [NH2:28][CH2:27][CH2:26][NH:29][C:16]1[N:15]=[N:14][C:13]([C:19]([NH2:21])=[O:20])=[C:12]([NH:11][C:9]2[CH:8]=[CH:7][N:6]=[C:5]([C:1]([CH3:4])([CH3:3])[CH3:2])[N:10]=2)[CH:17]=1. The catalyst class is: 14. (3) Reactant: [F:1][C:2]1([F:29])[CH:7]([C:8]2[CH:13]=[CH:12][C:11](OS(C(F)(F)F)(=O)=O)=[CH:10][CH:9]=2)[CH2:6][CH2:5][N:4]([C:22]([O:24][C:25]([CH3:28])([CH3:27])[CH3:26])=[O:23])[CH2:3]1.[B:30]1([B:30]2[O:34][C:33]([CH3:36])([CH3:35])[C:32]([CH3:38])([CH3:37])[O:31]2)[O:34][C:33]([CH3:36])([CH3:35])[C:32]([CH3:38])([CH3:37])[O:31]1.C([O-])(=O)C.[K+]. Product: [F:29][C:2]1([F:1])[CH:7]([C:8]2[CH:13]=[CH:12][C:11]([B:30]3[O:34][C:33]([CH3:36])([CH3:35])[C:32]([CH3:38])([CH3:37])[O:31]3)=[CH:10][CH:9]=2)[CH2:6][CH2:5][N:4]([C:22]([O:24][C:25]([CH3:28])([CH3:26])[CH3:27])=[O:23])[CH2:3]1. The catalyst class is: 12. (4) Reactant: [F:1][C:2]1[CH:3]=[C:4]([N:26]2[CH2:30][C@H:29]([CH2:31][NH:32][C:33](=[O:35])[CH3:34])[O:28][C:27]2=[O:36])[CH:5]=[C:6]([F:25])[C:7]=1[N:8]1[CH2:13][CH2:12][CH:11]([N:14]2[N:18]=[N:17][C:16]([N:19]3[CH2:24][CH2:23][NH:22][CH2:21][CH2:20]3)=[N:15]2)[CH2:10][CH2:9]1.[N:37]#[C:38]Br.C(=O)([O-])O.[Na+]. Product: [C:38]([N:22]1[CH2:21][CH2:20][N:19]([C:16]2[N:17]=[N:18][N:14]([CH:11]3[CH2:12][CH2:13][N:8]([C:7]4[C:6]([F:25])=[CH:5][C:4]([N:26]5[CH2:30][C@H:29]([CH2:31][NH:32][C:33](=[O:35])[CH3:34])[O:28][C:27]5=[O:36])=[CH:3][C:2]=4[F:1])[CH2:9][CH2:10]3)[N:15]=2)[CH2:24][CH2:23]1)#[N:37]. The catalyst class is: 5. (5) Reactant: [CH2:1]([C@@:4]1([CH3:30])[CH2:9][C@H:8]([C:10]2[CH:15]=[CH:14][CH:13]=[C:12]([Cl:16])[CH:11]=2)[C@@H:7]([C:17]2[CH:22]=[CH:21][C:20]([Cl:23])=[CH:19][CH:18]=2)[N:6]([C@@H:24]([CH2:27][CH3:28])[CH:25]=[O:26])[C:5]1=[O:29])[CH:2]=[CH2:3].[CH2:31]([Mg]Br)[CH:32]([CH3:34])[CH3:33]. Product: [CH2:1]([C@@:4]1([CH3:30])[CH2:9][C@H:8]([C:10]2[CH:15]=[CH:14][CH:13]=[C:12]([Cl:16])[CH:11]=2)[C@@H:7]([C:17]2[CH:18]=[CH:19][C:20]([Cl:23])=[CH:21][CH:22]=2)[N:6]([C@H:24]([CH:25]([OH:26])[CH2:31][CH:32]([CH3:34])[CH3:33])[CH2:27][CH3:28])[C:5]1=[O:29])[CH:2]=[CH2:3]. The catalyst class is: 1. (6) Reactant: [N+:1]([C:4]1[C:5]([NH2:11])=[C:6]([NH2:10])[CH:7]=[CH:8][CH:9]=1)([O-:3])=[O:2].[C:12]([N:15]=[C:16]=S)(=[O:14])[CH3:13]. Product: [N+:1]([C:4]1[C:5]2[N:11]=[C:16]([NH:15][C:12](=[O:14])[CH3:13])[NH:10][C:6]=2[CH:7]=[CH:8][CH:9]=1)([O-:3])=[O:2]. The catalyst class is: 1. (7) Reactant: C1(P(C2C=CC=CC=2)C2C=CC=CC=2)C=CC=CC=1.CC(OC(/N=N/C(OC(C)C)=O)=O)C.[N:34]([C@@H:37]([C@@H:75]([C:82]1[CH:87]=[CH:86][C:85]([Cl:88])=[CH:84][CH:83]=1)[CH:76]1[CH2:81][CH2:80][O:79][CH2:78][CH2:77]1)[C:38]([NH:40][C:41]1[CH:46]=[CH:45][CH:44]=[C:43]([F:47])[C:42]=1[CH2:48][CH2:49][C@H:50]([NH:64][S:65]([C:68]1[CH:73]=[CH:72][C:71]([F:74])=[CH:70][CH:69]=1)(=[O:67])=[O:66])[CH2:51][N:52]([CH2:60][C@@H:61](O)[CH3:62])[C:53](=[O:59])[O:54][C:55]([CH3:58])([CH3:57])[CH3:56])=[O:39])=[N+:35]=[N-:36]. Product: [N:34]([C@@H:37]([C@@H:75]([C:82]1[CH:83]=[CH:84][C:85]([Cl:88])=[CH:86][CH:87]=1)[CH:76]1[CH2:81][CH2:80][O:79][CH2:78][CH2:77]1)[C:38]([NH:40][C:41]1[CH:46]=[CH:45][CH:44]=[C:43]([F:47])[C:42]=1[CH2:48][CH2:49][C@@H:50]1[N:64]([S:65]([C:68]2[CH:69]=[CH:70][C:71]([F:74])=[CH:72][CH:73]=2)(=[O:66])=[O:67])[C@H:61]([CH3:62])[CH2:60][N:52]([C:53]([O:54][C:55]([CH3:58])([CH3:57])[CH3:56])=[O:59])[CH2:51]1)=[O:39])=[N+:35]=[N-:36]. The catalyst class is: 1. (8) Reactant: [CH3:1][C:2]1[CH:10]=[CH:9][C:8]2[N:7]([CH2:11][C:12]([C:15]3[CH:16]=[N:17][CH:18]=[CH:19][CH:20]=3)([OH:14])[CH3:13])[C:6]3[CH2:21][CH2:22][NH:23][CH2:24][C:5]=3[C:4]=2[CH:3]=1.C(=O)([O-])[O-].[K+].[K+].[F:31][CH:32]([F:35])[CH2:33]I.O. Product: [F:31][CH:32]([F:35])[CH2:33][N:23]1[CH2:22][CH2:21][C:6]2[N:7]([CH2:11][C:12]([C:15]3[CH:16]=[N:17][CH:18]=[CH:19][CH:20]=3)([OH:14])[CH3:13])[C:8]3[CH:9]=[CH:10][C:2]([CH3:1])=[CH:3][C:4]=3[C:5]=2[CH2:24]1. The catalyst class is: 10.